Dataset: TCR-epitope binding with 47,182 pairs between 192 epitopes and 23,139 TCRs. Task: Binary Classification. Given a T-cell receptor sequence (or CDR3 region) and an epitope sequence, predict whether binding occurs between them. (1) The epitope is AYAQKIFKI. Result: 0 (the TCR does not bind to the epitope). The TCR CDR3 sequence is CASSLELTALNTEAFF. (2) The epitope is GILGFVFTL. The TCR CDR3 sequence is CASSQDTQGDEKLFF. Result: 0 (the TCR does not bind to the epitope).